Predict the reaction yield, written as a fraction of the theoretical maximum amount of product (1.0 means a 100% yield; for example, 0.34 means a 34% yield). From a dataset of Reaction yield outcomes from USPTO patents with 853,638 reactions. (1) The reactants are [Br:1][C:2]1[CH:3]=[C:4]([CH:8]=[C:9](I)[C:10]=1[F:11])[C:5]([OH:7])=[O:6].[OH-:13].[Na+]. The catalyst is O. The product is [Br:1][C:2]1[CH:3]=[C:4]([CH:8]=[C:9]([OH:13])[C:10]=1[F:11])[C:5]([OH:7])=[O:6]. The yield is 0.856. (2) The yield is 0.263. The catalyst is O1CCOCC1.ClCCl.C1C=CC([P]([Pd]([P](C2C=CC=CC=2)(C2C=CC=CC=2)C2C=CC=CC=2)([P](C2C=CC=CC=2)(C2C=CC=CC=2)C2C=CC=CC=2)[P](C2C=CC=CC=2)(C2C=CC=CC=2)C2C=CC=CC=2)(C2C=CC=CC=2)C2C=CC=CC=2)=CC=1.O. The product is [ClH:23].[Cl:47][C:38]1[C:39]([C:43]([F:46])([F:45])[F:44])=[CH:40][CH:41]=[CH:42][C:37]=1[C:35]([N:33]1[CH2:32][CH2:31][N:30]2[C:26]([CH3:2])=[CH:27][N:28]=[C:29]2[CH2:34]1)=[O:36]. The reactants are Br[C:2]1N2CCN(C(C3C=CC=C(C(F)(F)F)C=3[Cl:23])=O)CC2=NC=1.Cl.Br[C:26]1[N:30]2[CH2:31][CH2:32][N:33]([C:35]([C:37]3[CH:42]=[CH:41][CH:40]=[C:39]([C:43]([F:46])([F:45])[F:44])[C:38]=3[Cl:47])=[O:36])[CH2:34][C:29]2=[N:28][CH:27]=1.CB1OB(C)OB(C)O1.C(=O)([O-])[O-].[K+].[K+].Cl.